From a dataset of Peptide-MHC class II binding affinity with 134,281 pairs from IEDB. Regression. Given a peptide amino acid sequence and an MHC pseudo amino acid sequence, predict their binding affinity value. This is MHC class II binding data. (1) The peptide sequence is GELQFVDKIDAAFKI. The MHC is DRB1_0401 with pseudo-sequence DRB1_0401. The binding affinity (normalized) is 0.689. (2) The peptide sequence is NNVVQALTSLGLLYT. The MHC is H-2-IAb with pseudo-sequence H-2-IAb. The binding affinity (normalized) is 0.290. (3) The peptide sequence is AAHRARANESATILM. The MHC is HLA-DQA10201-DQB10301 with pseudo-sequence HLA-DQA10201-DQB10301. The binding affinity (normalized) is 0.686.